Task: Predict the product of the given reaction.. Dataset: Forward reaction prediction with 1.9M reactions from USPTO patents (1976-2016) (1) The product is: [Br:11][C:8]1[C:9]([OH:10])=[C:4]([C:17]([OH:19])=[O:18])[CH:5]=[N:6][CH:7]=1. Given the reactants C[Li].Br[C:4]1[CH:5]=[N:6][CH:7]=[C:8]([Br:11])[C:9]=1[OH:10].C([Li])CCC.[C:17](=[O:19])=[O:18].Cl, predict the reaction product. (2) The product is: [Cl:41][C:10]1[N:15]=[C:14]([S:16][CH2:17][C:18]2[CH:19]=[C:20]([CH:24]=[CH:25][CH:26]=2)[C:21]([OH:23])=[O:22])[C:13]([C:27]#[N:28])=[C:12]([C:29]2[CH:30]=[CH:31][C:32]([O:35][CH2:36][CH2:37][OH:38])=[CH:33][CH:34]=2)[C:11]=1[C:39]#[N:40]. Given the reactants N(OCCC(C)C)=O.N[C:10]1[N:15]=[C:14]([S:16][CH2:17][C:18]2[CH:19]=[C:20]([CH:24]=[CH:25][CH:26]=2)[C:21]([OH:23])=[O:22])[C:13]([C:27]#[N:28])=[C:12]([C:29]2[CH:34]=[CH:33][C:32]([O:35][CH2:36][CH2:37][OH:38])=[CH:31][CH:30]=2)[C:11]=1[C:39]#[N:40].[ClH:41], predict the reaction product. (3) Given the reactants C([O:4][C:5]1[CH:6]=[C:7]2[C:12](=[CH:13][C:14]=1[O:15][CH3:16])[N:11]=[C:10]([C:17]1[CH:22]=[CH:21][CH:20]=[C:19]([C:23]3[CH:28]=[CH:27][CH:26]=[CH:25][CH:24]=3)[CH:18]=1)[N:9]=[C:8]2[NH:29][C:30]1[CH:31]=[C:32]2[C:36](=[CH:37][CH:38]=1)[N:35]([C:39]([O:41][C:42]([CH3:45])([CH3:44])[CH3:43])=[O:40])[N:34]=[CH:33]2)(=O)C.[NH4+].[OH-], predict the reaction product. The product is: [C:23]1([C:19]2[CH:18]=[C:17]([C:10]3[N:9]=[C:8]([NH:29][C:30]4[CH:31]=[C:32]5[C:36](=[CH:37][CH:38]=4)[N:35]([C:39]([O:41][C:42]([CH3:43])([CH3:44])[CH3:45])=[O:40])[N:34]=[CH:33]5)[C:7]4[C:12](=[CH:13][C:14]([O:15][CH3:16])=[C:5]([OH:4])[CH:6]=4)[N:11]=3)[CH:22]=[CH:21][CH:20]=2)[CH:24]=[CH:25][CH:26]=[CH:27][CH:28]=1. (4) Given the reactants Cl.Cl.[CH3:3][O:4][C:5]1[CH:10]=[CH:9][C:8]([C:11]2[N:16]=[C:15]([C:17]3[CH:18]=[N:19][N:20]([C:22]4([CH2:26][C:27]#[N:28])[CH2:25][NH:24][CH2:23]4)[CH:21]=3)[N:14]3[CH:29]=[CH:30][N:31]=[C:13]3[CH:12]=2)=[CH:7][CH:6]=1.CCN(C(C)C)C(C)C.[F:41][C:42]([F:55])([F:54])[S:43](O[S:43]([C:42]([F:55])([F:54])[F:41])(=[O:45])=[O:44])(=[O:45])=[O:44], predict the reaction product. The product is: [CH3:3][O:4][C:5]1[CH:6]=[CH:7][C:8]([C:11]2[N:16]=[C:15]([C:17]3[CH:18]=[N:19][N:20]([C:22]4([CH2:26][C:27]#[N:28])[CH2:25][N:24]([S:43]([C:42]([F:55])([F:54])[F:41])(=[O:45])=[O:44])[CH2:23]4)[CH:21]=3)[N:14]3[CH:29]=[CH:30][N:31]=[C:13]3[CH:12]=2)=[CH:9][CH:10]=1. (5) Given the reactants [CH:1]([C:4]1[CH:35]=[CH:34][C:7]([CH2:8][NH:9][C:10]([C@H:12]2[CH2:17][N:16]([C:18](=[S:20])[NH2:19])[CH2:15][CH2:14][N:13]2[S:21]([C:24]2[CH:29]=[CH:28][C:27]([C:30]([F:33])([F:32])[F:31])=[CH:26][CH:25]=2)(=[O:23])=[O:22])=[O:11])=[CH:6][CH:5]=1)([CH3:3])[CH3:2].[C:36]([O:40][C:41](=[O:47])[CH:42](Br)[C:43](=O)[CH3:44])([CH3:39])([CH3:38])[CH3:37], predict the reaction product. The product is: [C:36]([O:40][C:41]([C:42]1[S:20][C:18]([N:16]2[CH2:15][CH2:14][N:13]([S:21]([C:24]3[CH:25]=[CH:26][C:27]([C:30]([F:31])([F:33])[F:32])=[CH:28][CH:29]=3)(=[O:22])=[O:23])[C@@H:12]([C:10](=[O:11])[NH:9][CH2:8][C:7]3[CH:6]=[CH:5][C:4]([CH:1]([CH3:3])[CH3:2])=[CH:35][CH:34]=3)[CH2:17]2)=[N:19][C:43]=1[CH3:44])=[O:47])([CH3:39])([CH3:38])[CH3:37].